This data is from Forward reaction prediction with 1.9M reactions from USPTO patents (1976-2016). The task is: Predict the product of the given reaction. (1) The product is: [CH:46]1([C:44]([NH:43][C:41]2[N:42]=[C:37]3[CH:36]=[CH:35][C:34]([O:33][C:32]4[CH:49]=[CH:50][C:29]([NH:28][C:16]([N:10]5[CH2:11][CH2:12][CH:13]([CH3:14])[N:8]([C:5]6[CH:4]=[CH:3][C:2]([F:1])=[CH:7][CH:6]=6)[C:9]5=[O:15])=[O:17])=[CH:30][C:31]=4[F:51])=[CH:39][N:38]3[CH:40]=2)=[O:45])[CH2:48][CH2:47]1. Given the reactants [F:1][C:2]1[CH:7]=[CH:6][C:5]([N:8]2[CH:13]([CH3:14])[CH2:12][CH2:11][NH:10][C:9]2=[O:15])=[CH:4][CH:3]=1.[C:16](=O)(OC(Cl)(Cl)Cl)[O:17]C(Cl)(Cl)Cl.[NH2:28][C:29]1[CH:50]=[CH:49][C:32]([O:33][C:34]2[CH:35]=[CH:36][C:37]3[N:38]([CH:40]=[C:41]([NH:43][C:44]([CH:46]4[CH2:48][CH2:47]4)=[O:45])[N:42]=3)[CH:39]=2)=[C:31]([F:51])[CH:30]=1.C(N(CC)C(C)C)(C)C.C(=O)([O-])O.[Na+], predict the reaction product. (2) Given the reactants [OH:1][CH2:2][C:3]([CH3:19])([CH3:18])[CH2:4][NH:5][C:6]([NH:8][CH2:9][C:10]1[CH:15]=[CH:14][C:13]([O:16][CH3:17])=[CH:12][CH:11]=1)=[O:7].[NH2:20][C:21]1[CH:28]=[CH:27][CH:26]=[C:25](F)[C:22]=1[C:23]#[N:24], predict the reaction product. The product is: [NH2:20][C:21]1[C:22]([C:23]#[N:24])=[C:25]([CH:26]=[CH:27][CH:28]=1)[O:1][CH2:2][C:3]([CH3:19])([CH3:18])[CH2:4][NH:5][C:6]([NH:8][CH2:9][C:10]1[CH:11]=[CH:12][C:13]([O:16][CH3:17])=[CH:14][CH:15]=1)=[O:7].